From a dataset of Forward reaction prediction with 1.9M reactions from USPTO patents (1976-2016). Predict the product of the given reaction. (1) Given the reactants [CH:1]1([N:6]2[CH2:12][CH:11]([CH3:13])[C:10](=[O:14])[N:9]([CH3:15])[C:8]3[CH:16]=[N:17][C:18]([NH:20][C:21]4[CH:29]=[CH:28][C:24]([C:25](O)=[O:26])=[CH:23][C:22]=4[O:30][CH3:31])=[N:19][C:7]2=3)[CH2:5][CH2:4][CH2:3][CH2:2]1.F[P-](F)(F)(F)(F)F.CN(C(N(C)C)=[N+]1C2C(=NC=CC=2)[N+]([O-])=N1)C.C(N(C(C)C)C(C)C)C.[NH2:65][CH:66]1[CH2:71][CH2:70][N:69]([CH2:72][C:73]2[CH:78]=[CH:77][CH:76]=[CH:75][CH:74]=2)[CH2:68][CH2:67]1, predict the reaction product. The product is: [CH:1]1([N:6]2[CH2:12][CH:11]([CH3:13])[C:10](=[O:14])[N:9]([CH3:15])[C:8]3[CH:16]=[N:17][C:18]([NH:20][C:21]4[CH:29]=[CH:28][C:24]([C:25]([NH:65][CH:66]5[CH2:71][CH2:70][N:69]([CH2:72][C:73]6[CH:78]=[CH:77][CH:76]=[CH:75][CH:74]=6)[CH2:68][CH2:67]5)=[O:26])=[CH:23][C:22]=4[O:30][CH3:31])=[N:19][C:7]2=3)[CH2:5][CH2:4][CH2:3][CH2:2]1. (2) Given the reactants [N:1]([C@H:4]1[C@@H:9]([NH:10][C:11]([O:13][C:14]([CH3:17])([CH3:16])[CH3:15])=[O:12])[CH2:8][CH2:7][C@@H:6]([C:18]([O:20][CH3:21])=[O:19])[CH2:5]1)=[N+]=[N-].[H][H], predict the reaction product. The product is: [C:14]([O:13][C:11]([NH:10][C@@H:9]1[CH2:8][CH2:7][C@H:6]([C:18]([O:20][CH3:21])=[O:19])[CH2:5][C@@H:4]1[NH2:1])=[O:12])([CH3:17])([CH3:16])[CH3:15]. (3) Given the reactants [CH3:1][Si]([N-][Si](C)(C)C)(C)C.[K+].[C:11]1([CH:17]([N:19]2[CH2:30][CH:22]3[C:23]4[CH:24]=[CH:25][S:26][C:27]=4[C:28](=O)[CH:21]3[CH2:20]2)[CH3:18])[CH:16]=[CH:15][CH:14]=[CH:13][CH:12]=1, predict the reaction product. The product is: [CH2:1]=[C:28]1[C:27]2[S:26][CH:25]=[CH:24][C:23]=2[CH:22]2[CH2:30][N:19]([CH:17]([C:11]3[CH:16]=[CH:15][CH:14]=[CH:13][CH:12]=3)[CH3:18])[CH2:20][CH:21]12. (4) Given the reactants [CH:1]1([N:6]2[CH2:11][CH2:10][N:9]([NH2:12])[CH2:8][CH2:7]2)[CH2:5][CH2:4][CH2:3][CH2:2]1.COC(=O)CCC1C(=O)N(N)C(=O)NC=1.[F:28][C:29]1[CH:30]=[C:31]([C:35]2[N:40]=[CH:39][C:38]([C:41](O)=[O:42])=[CH:37][N:36]=2)[CH:32]=[CH:33][CH:34]=1.C1(N2CCN([NH-])CC2)CCCC1, predict the reaction product. The product is: [CH:1]1([N:6]2[CH2:7][CH2:8][N:9]([NH:12][C:41]([C:38]3[CH:39]=[N:40][C:35]([C:31]4[CH:32]=[CH:33][CH:34]=[C:29]([F:28])[CH:30]=4)=[N:36][CH:37]=3)=[O:42])[CH2:10][CH2:11]2)[CH2:5][CH2:4][CH2:3][CH2:2]1. (5) Given the reactants [N+:1]([N:4]=[C:5]1[NH:9][CH2:8][CH2:7][NH:6]1)([O-:3])=[O:2].C(=O)([O-])[O-].[K+].[K+].[Cl:16][C:17]1[CH:22]=[CH:21][C:20]([CH2:23]Cl)=[CH:19][N:18]=1, predict the reaction product. The product is: [CH:21]1[C:20]([CH2:23][N:6]2[CH2:7][CH2:8][NH:9]/[C:5]/2=[N:4]\[N+:1]([O-:3])=[O:2])=[CH:19][N:18]=[C:17]([Cl:16])[CH:22]=1. (6) Given the reactants [Cl:1][C:2]1[C:10]([Cl:11])=[CH:9][C:5]([C:6]([OH:8])=O)=[C:4]([O:12][C:13]2[CH:18]=[CH:17][C:16]([F:19])=[CH:15][C:14]=2[O:20][CH3:21])[CH:3]=1.[NH2:22][C:23]1[CH:28]=[CH:27][N:26]=[C:25]([C:29]([O:31]C)=[O:30])[CH:24]=1.CN(C(ON1N=NC2C=CC=NC1=2)=[N+](C)C)C.F[P-](F)(F)(F)(F)F, predict the reaction product. The product is: [Cl:1][C:2]1[C:10]([Cl:11])=[CH:9][C:5]([C:6]([NH:22][C:23]2[CH:28]=[CH:27][N:26]=[C:25]([C:29]([OH:31])=[O:30])[CH:24]=2)=[O:8])=[C:4]([O:12][C:13]2[CH:18]=[CH:17][C:16]([F:19])=[CH:15][C:14]=2[O:20][CH3:21])[CH:3]=1.